The task is: Regression. Given a peptide amino acid sequence and an MHC pseudo amino acid sequence, predict their binding affinity value. This is MHC class II binding data.. This data is from Peptide-MHC class II binding affinity with 134,281 pairs from IEDB. (1) The peptide sequence is FTSLEYIEAAKWLLP. The MHC is DRB1_1602 with pseudo-sequence DRB1_1602. The binding affinity (normalized) is 0.212. (2) The peptide sequence is KDKWIELKESWGAIW. The MHC is DRB4_0101 with pseudo-sequence DRB4_0103. The binding affinity (normalized) is 0.183. (3) The peptide sequence is ELGNILSVYDKEKLV. The MHC is DRB1_0101 with pseudo-sequence DRB1_0101. The binding affinity (normalized) is 0.456.